Predict the reactants needed to synthesize the given product. From a dataset of Full USPTO retrosynthesis dataset with 1.9M reactions from patents (1976-2016). (1) Given the product [Br:24][C:20]1[N:19]=[C:18]([CH2:17][N:8]2[C:9]3[C:14](=[CH:13][CH:12]=[CH:11][CH:10]=3)[C:15](=[O:16])[C:6]([C:4](=[O:5])[C:6]3[CH:15]=[CH:14][C:30]([O:29][CH3:28])=[C:26]([CH3:27])[CH:4]=3)=[CH:7]2)[CH:23]=[CH:22][CH:21]=1, predict the reactants needed to synthesize it. The reactants are: CON(C)[C:4]([C:6]1[C:15](=[O:16])[C:14]2[C:9](=[CH:10][CH:11]=[CH:12][CH:13]=2)[N:8]([CH2:17][C:18]2[CH:23]=[CH:22][CH:21]=[C:20]([Br:24])[N:19]=2)[CH:7]=1)=[O:5].[CH2:26]1[CH2:30][O:29][CH2:28][CH2:27]1. (2) Given the product [Cl:1][C:2]1[CH:3]=[CH:4][C:5]([CH2:6][CH2:7][O:8][C:9]2[C:10](=[O:15])[N:11]([C:27]3[CH:38]=[CH:37][C:30]([O:31][CH2:32][C:33]([OH:35])([CH3:34])[CH3:36])=[CH:29][CH:28]=3)[CH:12]=[CH:13][N:14]=2)=[CH:16][CH:17]=1, predict the reactants needed to synthesize it. The reactants are: [Cl:1][C:2]1[CH:17]=[CH:16][C:5]([CH2:6][CH2:7][O:8][C:9]2[C:10](=[O:15])[NH:11][CH:12]=[CH:13][N:14]=2)=[CH:4][CH:3]=1.[O-]P([O-])([O-])=O.[K+].[K+].[K+].Br[C:27]1[CH:38]=[CH:37][C:30]([O:31][CH2:32][C:33]([CH3:36])([OH:35])[CH3:34])=[CH:29][CH:28]=1.CNCCNC. (3) Given the product [N:8]1[N:5]2[CH:6]=[CH:7][C:2]([C:13]#[N:14])=[N:3][C:4]2=[CH:10][CH:9]=1, predict the reactants needed to synthesize it. The reactants are: Cl[C:2]1[CH:7]=[CH:6][N:5]2[N:8]=[CH:9][CH:10]=[C:4]2[N:3]=1.N#N.[CH3:13][N:14](C=O)C. (4) Given the product [C:18]1([C:15]2[CH:14]=[C:13]([CH2:12][N:2]3[CH2:3][CH2:4][C:5]4[C:10](=[CH:9][CH:8]=[CH:7][CH:6]=4)[CH2:1]3)[O:17][N:16]=2)[CH:19]=[CH:20][CH:21]=[CH:22][CH:23]=1, predict the reactants needed to synthesize it. The reactants are: [CH2:1]1[C:10]2[C:5](=[CH:6][CH:7]=[CH:8][CH:9]=2)[CH2:4][CH2:3][NH:2]1.Br[CH2:12][C:13]1[O:17][N:16]=[C:15]([C:18]2[CH:23]=[CH:22][CH:21]=[CH:20][CH:19]=2)[CH:14]=1.